The task is: Predict which catalyst facilitates the given reaction.. This data is from Catalyst prediction with 721,799 reactions and 888 catalyst types from USPTO. Reactant: [Cl:1][CH2:2][C:3](=O)[CH2:4][C:5]([O:7][CH2:8][CH3:9])=[O:6].[C:11](OC(=O)C)(=O)C.C(OC(OCC)OCC)C.[O-]CC.[Na+].[C:32]([CH2:34][C:35]([NH2:37])=[O:36])#[N:33]. Product: [Cl:1][CH2:2][C:3]1[NH:37][C:35](=[O:36])[C:34]([C:32]#[N:33])=[CH:11][C:4]=1[C:5]([O:7][CH2:8][CH3:9])=[O:6]. The catalyst class is: 14.